The task is: Predict the product of the given reaction.. This data is from Forward reaction prediction with 1.9M reactions from USPTO patents (1976-2016). Given the reactants [NH2:1][C:2]1[C:3](=[O:20])[N:4]([C:14]2[CH:19]=[CH:18][CH:17]=[CH:16][CH:15]=2)[CH:5]=[C:6]([C:8]2[CH:13]=[CH:12][CH:11]=[CH:10][N:9]=2)[CH:7]=1.[H-].[Na+].[C:23]1([CH3:29])[CH:28]=[CH:27][CH:26]=[CH:25][CH:24]=1.C(Cl)C1C=CC=CC=1, predict the reaction product. The product is: [CH2:29]([NH:1][C:2]1[C:3](=[O:20])[N:4]([C:14]2[CH:15]=[CH:16][CH:17]=[CH:18][CH:19]=2)[CH:5]=[C:6]([C:8]2[CH:13]=[CH:12][CH:11]=[CH:10][N:9]=2)[CH:7]=1)[C:23]1[CH:28]=[CH:27][CH:26]=[CH:25][CH:24]=1.